From a dataset of Reaction yield outcomes from USPTO patents with 853,638 reactions. Predict the reaction yield, written as a fraction of the theoretical maximum amount of product (1.0 means a 100% yield; for example, 0.34 means a 34% yield). (1) The reactants are [Cl:1][C:2]1[CH:3]=[C:4]([CH2:9][OH:10])[CH:5]=[N:6][C:7]=1[Cl:8]. The catalyst is C(Cl)Cl.[O-2].[O-2].[Mn+4]. The product is [Cl:1][C:2]1[CH:3]=[C:4]([CH:9]=[O:10])[CH:5]=[N:6][C:7]=1[Cl:8]. The yield is 0.810. (2) The reactants are [CH2:1]([C:9]1[CH:14]=[CH:13][C:12]([CH:15]([OH:21])[CH2:16][CH:17]([OH:20])[CH2:18]O)=[CH:11][CH:10]=1)[CH2:2][CH2:3][CH2:4][CH2:5][CH2:6][CH2:7][CH3:8].O.C1(C)C=CC(S(O)(=O)=O)=CC=1.CCOC(C)=O.CCCCCCC. The catalyst is ClCCCl. The product is [CH2:1]([C:9]1[CH:10]=[CH:11][C:12]([CH:15]2[O:21][CH2:18][CH:17]([OH:20])[CH2:16]2)=[CH:13][CH:14]=1)[CH2:2][CH2:3][CH2:4][CH2:5][CH2:6][CH2:7][CH3:8]. The yield is 0.733. (3) The reactants are [NH2:1][C:2]1[N:7]=[CH:6][N:5]=[C:4]2[N:8]([CH2:12][C@H:13]3[CH2:17][CH2:16][CH2:15][N:14]3[C:18]([O:20][C:21]([CH3:24])([CH3:23])[CH3:22])=[O:19])[N:9]=[C:10](I)[C:3]=12.[F:25][C:26]1[CH:31]=[C:30]([O:32][C:33]2[CH:38]=[CH:37][CH:36]=[CH:35][CH:34]=2)[CH:29]=[CH:28][C:27]=1B(O)O.O1CCOCC1.C(=O)([O-])[O-].[Na+].[Na+]. The catalyst is [Pd].C1(P(C2C=CC=CC=2)C2C=CC=CC=2)C=CC=CC=1.C1(P(C2C=CC=CC=2)C2C=CC=CC=2)C=CC=CC=1.C1(P(C2C=CC=CC=2)C2C=CC=CC=2)C=CC=CC=1.C1(P(C2C=CC=CC=2)C2C=CC=CC=2)C=CC=CC=1.O. The product is [NH2:1][C:2]1[N:7]=[CH:6][N:5]=[C:4]2[N:8]([CH2:12][C@H:13]3[CH2:17][CH2:16][CH2:15][N:14]3[C:18]([O:20][C:21]([CH3:24])([CH3:23])[CH3:22])=[O:19])[N:9]=[C:10]([C:27]3[CH:28]=[CH:29][C:30]([O:32][C:33]4[CH:38]=[CH:37][CH:36]=[CH:35][CH:34]=4)=[CH:31][C:26]=3[F:25])[C:3]=12. The yield is 0.800. (4) The reactants are [Cl:1][C:2]1[C:10]2[N:9]=[C:8]([NH:11][C:12]3[CH:13]=[N:14][C:15]([N:19]4[CH2:23][CH2:22][CH2:21][CH2:20]4)=[CH:16][C:17]=3[CH3:18])[N:7]([CH2:24][CH2:25][CH2:26][CH2:27]O)[C:6]=2[C:5]([CH:29]([CH2:32][CH3:33])[CH2:30][CH3:31])=[CH:4][CH:3]=1.CS(Cl)(=O)=O.C(=O)(O)[O-].[Na+].C(=O)([O-])[O-].[K+].[K+]. The catalyst is N1C=CC=CC=1.O. The product is [Cl:1][C:2]1[C:10]2[N:9]=[C:8]3[N:11]([C:12]4[CH:13]=[N:14][C:15]([N:19]5[CH2:23][CH2:22][CH2:21][CH2:20]5)=[CH:16][C:17]=4[CH3:18])[CH2:27][CH2:26][CH2:25][CH2:24][N:7]3[C:6]=2[C:5]([CH:29]([CH2:32][CH3:33])[CH2:30][CH3:31])=[CH:4][CH:3]=1. The yield is 0.390. (5) The reactants are [CH2:1]([O:8][C:9]1[CH:14]=[CH:13][NH:12][C:11](=[O:15])[CH:10]=1)[C:2]1[CH:7]=[CH:6][CH:5]=[CH:4][CH:3]=1.Br[C:17]1[CH:25]=[C:24]2[C:20]([C:21]3[CH2:30][CH2:29][N:28]([C:31]([O:33][C:34]([CH3:37])([CH3:36])[CH3:35])=[O:32])[C:27]([CH3:39])([CH3:38])[C:22]=3[N:23]2[CH3:26])=[CH:19][CH:18]=1.OC1C=CC=C2C=1N=CC=C2.C([O-])([O-])=O.[Cs+].[Cs+]. The catalyst is CS(C)=O.[Cu]I. The product is [CH2:1]([O:8][C:9]1[CH:14]=[CH:13][N:12]([C:17]2[CH:25]=[C:24]3[C:20]([C:21]4[CH2:30][CH2:29][N:28]([C:31]([O:33][C:34]([CH3:37])([CH3:36])[CH3:35])=[O:32])[C:27]([CH3:39])([CH3:38])[C:22]=4[N:23]3[CH3:26])=[CH:19][CH:18]=2)[C:11](=[O:15])[CH:10]=1)[C:2]1[CH:3]=[CH:4][CH:5]=[CH:6][CH:7]=1. The yield is 0.270. (6) The reactants are C([N:4]1[CH2:9][CH2:8][N:7]([C:10]2[CH:15]=[CH:14][C:13]([C:16]3[NH:25][C:24](=[O:26])[C:23]4[C:18](=[CH:19][CH:20]=[CH:21][CH:22]=4)[N:17]=3)=[CH:12][CH:11]=2)[CH2:6][CH2:5]1)(=O)C.[OH-].[Na+]. The catalyst is Cl. The product is [N:7]1([C:10]2[CH:11]=[CH:12][C:13]([C:16]3[NH:25][C:24](=[O:26])[C:23]4[C:18](=[CH:19][CH:20]=[CH:21][CH:22]=4)[N:17]=3)=[CH:14][CH:15]=2)[CH2:8][CH2:9][NH:4][CH2:5][CH2:6]1. The yield is 0.900. (7) The reactants are [C:1]1([S:7](Cl)(=[O:9])=[O:8])[CH:6]=[CH:5][CH:4]=[CH:3][CH:2]=1.C(=O)([O-])[O-].[K+].[K+].C(#N)C.[C:20]([NH2:24])([CH3:23])([CH3:22])[CH3:21]. No catalyst specified. The product is [C:20]([NH:24][S:7]([C:1]1[CH:6]=[CH:5][CH:4]=[CH:3][CH:2]=1)(=[O:9])=[O:8])([CH3:23])([CH3:22])[CH3:21]. The yield is 0.850.